From a dataset of Reaction yield outcomes from USPTO patents with 853,638 reactions. Predict the reaction yield, written as a fraction of the theoretical maximum amount of product (1.0 means a 100% yield; for example, 0.34 means a 34% yield). (1) The reactants are [Cl:1][C:2]1[CH:7]=[C:6]([Cl:8])[CH:5]=[CH:4][C:3]=1[C:9]1[N:10]=[C:11](/[CH:18]=[CH:19]/[C:20]2[CH:25]=[CH:24][C:23]([O:26][CH3:27])=[CH:22][CH:21]=2)[N:12]([CH2:14][C:15]([OH:17])=O)[CH:13]=1.[CH3:28][O:29][C:30]1[CH:38]=[CH:37][C:33]([CH2:34][CH2:35][NH2:36])=[CH:32][CH:31]=1. No catalyst specified. The product is [Cl:1][C:2]1[CH:7]=[C:6]([Cl:8])[CH:5]=[CH:4][C:3]=1[C:9]1[N:10]=[C:11](/[CH:18]=[CH:19]/[C:20]2[CH:25]=[CH:24][C:23]([O:26][CH3:27])=[CH:22][CH:21]=2)[N:12]([CH2:14][C:15]([NH:36][CH2:35][CH2:34][C:33]2[CH:37]=[CH:38][C:30]([O:29][CH3:28])=[CH:31][CH:32]=2)=[O:17])[CH:13]=1. The yield is 0.870. (2) The reactants are [Cl:1][CH2:2][CH2:3][C:4](Cl)=O.[NH2:7][C:8]1[CH:13]=[CH:12][CH:11]=[CH:10][CH:9]=1.N1C=CC=C[CH:15]=1.[OH2:20]. The catalyst is CC(C)=O. The product is [Cl:1][CH2:2][CH2:3][CH2:4][C:15]([NH:7][C:8]1[CH:13]=[CH:12][CH:11]=[CH:10][CH:9]=1)=[O:20]. The yield is 0.945. (3) The reactants are [Br:1][C:2]1[CH:7]=[CH:6][C:5]([N+:8]([O-:10])=[O:9])=[C:4](F)[CH:3]=1.[CH3:12][CH2:13][O-:14].[Na+]. The catalyst is CCO. The product is [Br:1][C:2]1[CH:7]=[CH:6][C:5]([N+:8]([O-:10])=[O:9])=[C:4]([O:14][CH2:13][CH3:12])[CH:3]=1. The yield is 0.900. (4) The reactants are [CH3:1][O:2][C:3]1[CH:11]=[C:10]([CH3:12])[CH:9]=[CH:8][C:4]=1[C:5]([OH:7])=[O:6].[Br:13]N1C(=O)CCC1=O.CC(N=NC(C#N)(C)C)(C#N)C. The catalyst is C(Cl)(Cl)(Cl)Cl. The product is [Br:13][CH2:12][C:10]1[CH:9]=[CH:8][C:4]([C:5]([OH:7])=[O:6])=[C:3]([O:2][CH3:1])[CH:11]=1. The yield is 0.440. (5) The reactants are [Cl:1][C:2]1[CH:7]=[CH:6][C:5]([N+:8]([O-:10])=[O:9])=[C:4](Cl)[N:3]=1.[NH3:12]. The catalyst is C(O)C. The product is [NH2:12][C:4]1[N:3]=[C:2]([Cl:1])[CH:7]=[CH:6][C:5]=1[N+:8]([O-:10])=[O:9]. The yield is 0.830. (6) The reactants are [NH:1]1[CH2:4][CH2:3][CH2:2]1.O=[C:6]1[CH2:23][CH2:22][C:9]2([CH2:14][CH2:13][N:12]([C:15]([O:17][C:18]([CH3:21])([CH3:20])[CH3:19])=[O:16])[CH2:11][CH2:10]2)[CH2:8][CH2:7]1.[C-]#N.[K+].[C:27]1([Mg]Br)[CH:32]=[CH:31][CH:30]=[CH:29][CH:28]=1. The catalyst is CO.C(O)(=O)C.C1COCC1. The product is [N:1]1([C:6]2([C:27]3[CH:32]=[CH:31][CH:30]=[CH:29][CH:28]=3)[CH2:23][CH2:22][C:9]3([CH2:14][CH2:13][N:12]([C:15]([O:17][C:18]([CH3:21])([CH3:20])[CH3:19])=[O:16])[CH2:11][CH2:10]3)[CH2:8][CH2:7]2)[CH2:4][CH2:3][CH2:2]1. The yield is 0.220.